This data is from Full USPTO retrosynthesis dataset with 1.9M reactions from patents (1976-2016). The task is: Predict the reactants needed to synthesize the given product. (1) Given the product [F:1][C:2]([C:5]1[N:6]=[C:7]([CH2:10][N:11]2[N:15]=[C:14]([NH:16][C:30]([C:26]3[N:27]=[CH:28][O:29][C:25]=3[C:21]3[CH:22]=[CH:23][CH:24]=[C:19]([N:18]([CH3:33])[CH3:17])[CH:20]=3)=[O:31])[CH:13]=[N:12]2)[S:8][CH:9]=1)([F:4])[CH3:3], predict the reactants needed to synthesize it. The reactants are: [F:1][C:2]([C:5]1[N:6]=[C:7]([CH2:10][N:11]2[N:15]=[C:14]([NH2:16])[CH:13]=[N:12]2)[S:8][CH:9]=1)([F:4])[CH3:3].[CH3:17][N:18]([CH3:33])[C:19]1[CH:20]=[C:21]([C:25]2[O:29][CH:28]=[N:27][C:26]=2[C:30](O)=[O:31])[CH:22]=[CH:23][CH:24]=1. (2) Given the product [Br:22][C:19]1[CH:20]=[CH:21][C:16]([NH:15][C:9](=[O:11])[C:8]2[CH:7]=[C:6]([CH:5]=[CH:4][C:3]=2[O:2][CH3:1])[C:12]([NH2:14])=[O:13])=[N:17][CH:18]=1, predict the reactants needed to synthesize it. The reactants are: [CH3:1][O:2][C:3]1[C:8]([C:9]([OH:11])=O)=[CH:7][C:6]([C:12]([NH2:14])=[O:13])=[CH:5][CH:4]=1.[NH2:15][C:16]1[CH:21]=[CH:20][C:19]([Br:22])=[CH:18][N:17]=1. (3) Given the product [CH2:1]([C:3]1[N:7]([CH2:8][C:9]([P:15](=[O:16])([O-:18])[O-:17])([OH:14])[P:10]([OH:12])([OH:13])=[O:11])[CH:6]=[N:5][CH:4]=1)[CH3:2].[Ca+2:20], predict the reactants needed to synthesize it. The reactants are: [CH2:1]([C:3]1[N:7]([CH2:8][C:9]([P:15](=[O:18])([OH:17])[OH:16])([OH:14])[P:10]([OH:13])([OH:12])=[O:11])[CH:6]=[N:5][CH:4]=1)[CH3:2].[Cl-].[Ca+2:20].[Cl-].